Dataset: Reaction yield outcomes from USPTO patents with 853,638 reactions. Task: Predict the reaction yield, written as a fraction of the theoretical maximum amount of product (1.0 means a 100% yield; for example, 0.34 means a 34% yield). (1) The reactants are [CH:1]1([N:4]2[CH2:9][CH2:8][N:7]([C:10]3[CH:20]=[CH:19][C:13]([C:14]([O:16]CC)=O)=[CH:12][CH:11]=3)[CH2:6][CH2:5]2)[CH2:3][CH2:2]1.Cl.[CH3:22][O:23][C:24]1[CH:25]=[C:26]([CH2:32][O:33][C:34]2[CH:35]=[C:36]([NH2:39])[NH:37][N:38]=2)[CH:27]=[C:28]([O:30][CH3:31])[CH:29]=1.C[Al](C)C.C1(C)C=CC=CC=1. No catalyst specified. The product is [CH:1]1([N:4]2[CH2:5][CH2:6][N:7]([C:10]3[CH:11]=[CH:12][C:13]([C:14]([NH:39][C:36]4[NH:37][N:38]=[C:34]([O:33][CH2:32][C:26]5[CH:27]=[C:28]([O:30][CH3:31])[CH:29]=[C:24]([O:23][CH3:22])[CH:25]=5)[CH:35]=4)=[O:16])=[CH:19][CH:20]=3)[CH2:8][CH2:9]2)[CH2:2][CH2:3]1. The yield is 0.0384. (2) The reactants are [CH3:1][N:2]([CH3:12])[S:3]([N:6]1[CH:10]=[C:9](Br)[N:8]=[CH:7]1)(=[O:5])=[O:4].[F:13][C:14]1[CH:19]=[CH:18][C:17](B(O)O)=[CH:16][CH:15]=1.C(=O)([O-])[O-].[Na+].[Na+].C1(C)C=CC=CC=1. The catalyst is C1C=CC([P]([Pd]([P](C2C=CC=CC=2)(C2C=CC=CC=2)C2C=CC=CC=2)([P](C2C=CC=CC=2)(C2C=CC=CC=2)C2C=CC=CC=2)[P](C2C=CC=CC=2)(C2C=CC=CC=2)C2C=CC=CC=2)(C2C=CC=CC=2)C2C=CC=CC=2)=CC=1.O. The product is [CH3:1][N:2]([CH3:12])[S:3]([N:6]1[CH:10]=[C:9]([C:17]2[CH:18]=[CH:19][C:14]([F:13])=[CH:15][CH:16]=2)[N:8]=[CH:7]1)(=[O:5])=[O:4]. The yield is 0.720. (3) The catalyst is O1CCCC1. The product is [CH3:18][O:19][C:20]([C@@:22]12[CH2:28][CH:27]([CH3:30])[CH:26]1[CH2:25][N:24]([C:31]([O:33][CH2:34][C:35]1[CH:40]=[CH:39][CH:38]=[CH:37][CH:36]=1)=[O:32])[CH2:23]2)=[O:21]. The yield is 0.910. The reactants are C[Si](C)(C)[N-][Si](C)(C)C.[K+].C1(C)C=CC=CC=1.[CH3:18][O:19][C:20]([CH:22]1[CH:26]([C@@H:27]([CH3:30])[CH2:28]I)[CH2:25][N:24]([C:31]([O:33][CH2:34][C:35]2[CH:40]=[CH:39][CH:38]=[CH:37][CH:36]=2)=[O:32])[CH2:23]1)=[O:21].[Cl-].[NH4+]. (4) The catalyst is C1C=CC([P]([Pd]([P](C2C=CC=CC=2)(C2C=CC=CC=2)C2C=CC=CC=2)([P](C2C=CC=CC=2)(C2C=CC=CC=2)C2C=CC=CC=2)[P](C2C=CC=CC=2)(C2C=CC=CC=2)C2C=CC=CC=2)(C2C=CC=CC=2)C2C=CC=CC=2)=CC=1.O1CCOCC1.O. The yield is 0.760. The reactants are Br[C:2]1[CH:16]=[C:15]([CH2:17][NH:18][S:19]([C:22]2[CH:27]=[CH:26][C:25]([F:28])=[CH:24][CH:23]=2)(=[O:21])=[O:20])[CH:14]=[CH:13][C:3]=1[O:4][CH2:5][C:6]([O:8][C:9]([CH3:12])([CH3:11])[CH3:10])=[O:7].[C:29]([C:31]1[CH:32]=[C:33](B(O)O)[CH:34]=[CH:35][CH:36]=1)#[N:30].C([O-])([O-])=O.[K+].[K+]. The product is [C:29]([C:31]1[CH:36]=[C:35]([C:2]2[CH:16]=[C:15]([CH2:17][NH:18][S:19]([C:22]3[CH:27]=[CH:26][C:25]([F:28])=[CH:24][CH:23]=3)(=[O:21])=[O:20])[CH:14]=[CH:13][C:3]=2[O:4][CH2:5][C:6]([O:8][C:9]([CH3:12])([CH3:11])[CH3:10])=[O:7])[CH:34]=[CH:33][CH:32]=1)#[N:30]. (5) The reactants are [Cl:1][C:2]1[CH:3]=[CH:4][C:5]([CH2:8][O:9][C:10]2[CH:15]=[CH:14][NH:13][C:12](=[O:16])[CH:11]=2)=[N:6][CH:7]=1.Br[C:18]1[CH:19]=[CH:20][C:21]([N:24]2[CH2:28][CH2:27][CH:26]([N:29]3[CH2:34][CH2:33][O:32][CH2:31][CH2:30]3)[CH2:25]2)=[N:22][CH:23]=1.[C@@H]1(N)CCCC[C@H]1N.C([O-])([O-])=O.[K+].[K+]. The catalyst is O1CCOCC1.[Cu]I. The product is [Cl:1][C:2]1[CH:3]=[CH:4][C:5]([CH2:8][O:9][C:10]2[CH:15]=[CH:14][N:13]([C:18]3[CH:23]=[N:22][C:21]([N:24]4[CH2:28][CH2:27][CH:26]([N:29]5[CH2:34][CH2:33][O:32][CH2:31][CH2:30]5)[CH2:25]4)=[CH:20][CH:19]=3)[C:12](=[O:16])[CH:11]=2)=[N:6][CH:7]=1. The yield is 0.150. (6) The reactants are [C:1]1([C:7]2[CH:12]=[CH:11][CH:10]=[CH:9][N:8]=2)[CH:6]=[CH:5][CH:4]=[CH:3][CH:2]=1.[Br:13]Br. The catalyst is C(Cl)(Cl)Cl.[Fe]. The product is [Br:13][C:6]1[CH:5]=[CH:4][CH:3]=[CH:2][C:1]=1[C:7]1[CH:12]=[CH:11][CH:10]=[CH:9][N:8]=1. The yield is 0.354.